From a dataset of Reaction yield outcomes from USPTO patents with 853,638 reactions. Predict the reaction yield, written as a fraction of the theoretical maximum amount of product (1.0 means a 100% yield; for example, 0.34 means a 34% yield). (1) The reactants are [CH3:1][C:2]([CH3:15])([C:9]1[CH:14]=[CH:13][CH:12]=[CH:11][CH:10]=1)[C@@H:3]([C:5](OC)=[O:6])[NH2:4].[H-].[Al+3].[Li+].[H-].[H-].[H-]. The catalyst is C1COCC1. The product is [NH2:4][CH:3]([C:2]([CH3:15])([C:9]1[CH:14]=[CH:13][CH:12]=[CH:11][CH:10]=1)[CH3:1])[CH2:5][OH:6]. The yield is 0.640. (2) The product is [ClH:55].[ClH:55].[CH2:1]([O:8][C:9]1[CH:14]=[CH:13][N:12]([C:15]2[CH:16]=[CH:17][C:18]3[C:19]4[CH2:28][N:27]([CH:29]5[CH2:30][CH2:31][NH:32][CH2:33][CH2:34]5)[CH2:26][CH2:25][C:20]=4[N:21]([CH3:24])[C:22]=3[CH:23]=2)[C:11](=[O:42])[CH:10]=1)[C:2]1[CH:3]=[CH:4][CH:5]=[CH:6][CH:7]=1. No catalyst specified. The yield is 1.00. The reactants are [CH2:1]([O:8][C:9]1[CH:14]=[CH:13][N:12]([C:15]2[CH:16]=[CH:17][C:18]3[C:19]4[CH2:28][N:27]([CH:29]5[CH2:34][CH2:33][N:32](C(OC(C)(C)C)=O)[CH2:31][CH2:30]5)[CH2:26][CH2:25][C:20]=4[N:21]([CH3:24])[C:22]=3[CH:23]=2)[C:11](=[O:42])[CH:10]=1)[C:2]1[CH:7]=[CH:6][CH:5]=[CH:4][CH:3]=1.C1(N)C(F)=C(F)C(F)=C(N)C=1F.[ClH:55].Cl. (3) The reactants are C(Cl)CCl.[NH2:5][C:6]1[N:11]=[CH:10][C:9](/[CH:12]=[CH:13]/[C:14]([OH:16])=O)=[CH:8][CH:7]=1.[CH2:17]([N:19]1[C:27]2[C:22](=[CH:23][CH:24]=[CH:25][CH:26]=2)[C:21]([CH2:28][NH:29][CH3:30])=[CH:20]1)[CH3:18].C1C=CC2N(O)N=NC=2C=1.O.C(N(C(C)C)CC)(C)C. The yield is 0.520. The product is [NH2:5][C:6]1[N:11]=[CH:10][C:9](/[CH:12]=[CH:13]/[C:14]([N:29]([CH2:28][C:21]2[C:22]3[C:27](=[CH:26][CH:25]=[CH:24][CH:23]=3)[N:19]([CH2:17][CH3:18])[CH:20]=2)[CH3:30])=[O:16])=[CH:8][CH:7]=1. The catalyst is CN(C=O)C. (4) The reactants are [O:1]1[CH:6]=[CH:5][CH2:4][CH2:3][CH2:2]1.[OH:7][C:8]1[CH:13]=[CH:12][C:11]([OH:14])=[CH:10][C:9]=1[C:15](=[O:24])[CH2:16][C:17]1[CH:22]=[CH:21][CH:20]=[C:19]([OH:23])[CH:18]=1.[C:39]1(C)[CH:40]=[CH:41]C(S([O-])(=[O:32])=[O:32])=[CH:37][CH:38]=1.[NH+]1[CH:41]=[CH:40][CH:39]=[CH:38][CH:37]=1. The catalyst is C(Cl)Cl. The product is [OH:7][C:8]1[CH:13]=[CH:12][C:11]([O:14][CH:6]2[CH2:5][CH2:4][CH2:3][CH2:2][O:1]2)=[CH:10][C:9]=1[C:15](=[O:24])[CH2:16][C:17]1[CH:22]=[CH:21][CH:20]=[C:19]([O:23][CH:41]2[CH2:40][CH2:39][CH2:38][CH2:37][O:32]2)[CH:18]=1. The yield is 0.960. (5) The reactants are [OH:1][C:2]1[CH:11]=[C:10]2[C:5]([C:6]([CH3:19])=[C:7]([C:13]3[CH:18]=[CH:17][CH:16]=[CH:15][CH:14]=3)[C:8](=[O:12])[O:9]2)=[CH:4][CH:3]=1.[I-].[N:21]1([C:31](N2C=C[N+](C)=C2)=[O:32])[C:30]2[C:25](=[CH:26][CH:27]=[CH:28][CH:29]=2)[CH2:24][CH2:23][CH2:22]1. No catalyst specified. The product is [CH3:19][C:6]1[C:5]2[C:10](=[CH:11][C:2]([O:1][C:31]([N:21]3[C:30]4[C:25](=[CH:26][CH:27]=[CH:28][CH:29]=4)[CH2:24][CH2:23][CH2:22]3)=[O:32])=[CH:3][CH:4]=2)[O:9][C:8](=[O:12])[C:7]=1[C:13]1[CH:14]=[CH:15][CH:16]=[CH:17][CH:18]=1. The yield is 0.730. (6) The reactants are CC1(C)C(C)(C)OB([C:9]2[CH:14]=[CH:13][N:12]=[CH:11][C:10]=2[Cl:15])O1.Cl[C:18]1[N:23]=[C:22]([NH2:24])[C:21]([N+:25]([O-:27])=[O:26])=[CH:20][CH:19]=1. No catalyst specified. The product is [Cl:15][C:10]1[CH:11]=[N:12][CH:13]=[CH:14][C:9]=1[C:18]1[CH:19]=[CH:20][C:21]([N+:25]([O-:27])=[O:26])=[C:22]([NH2:24])[N:23]=1. The yield is 0.990. (7) The reactants are [H-].[Na+].[CH2:3]([N:6]([CH3:11])[CH2:7][C@H:8]([OH:10])[CH3:9])[CH:4]=[CH2:5].F[C:13]1[CH:22]=[CH:21][CH:20]=[C:19]2[C:14]=1[C:15]([NH:23][C:24]1[CH:29]=[CH:28][C:27]([O:30][C:31]3[CH:32]=[N:33][C:34]([CH3:37])=[CH:35][CH:36]=3)=[C:26]([CH3:38])[CH:25]=1)=[N:16][CH:17]=[N:18]2. The catalyst is C1COCC1. The product is [CH2:3]([N:6]([CH3:11])[CH2:7][C@@H:8]([CH3:9])[O:10][C:13]1[CH:22]=[CH:21][CH:20]=[C:19]2[C:14]=1[C:15]([NH:23][C:24]1[CH:29]=[CH:28][C:27]([O:30][C:31]3[CH:32]=[N:33][C:34]([CH3:37])=[CH:35][CH:36]=3)=[C:26]([CH3:38])[CH:25]=1)=[N:16][CH:17]=[N:18]2)[CH:4]=[CH2:5]. The yield is 0.510. (8) The catalyst is C(Cl)Cl. The yield is 1.00. The product is [C:59]([O:63][C:64](=[O:75])[C:65]1[CH:73]=[C:72]([NH:74][C:26](=[O:28])[CH2:25][N:24]([CH2:29][CH2:30][C:31]([O:33][C:34]([CH3:37])([CH3:36])[CH3:35])=[O:32])[C:23](=[O:38])[CH2:22][CH2:21][CH2:20][CH2:19][CH2:18][CH2:17][CH2:16][CH2:15][CH2:14][CH2:13][CH2:12][CH2:11][CH2:10][CH2:9][CH2:8][CH2:7][C:6]([O:5][C:1]([CH3:2])([CH3:3])[CH3:4])=[O:39])[CH:71]=[C:67]([C:68]([OH:70])=[O:69])[CH:66]=1)([CH3:62])([CH3:60])[CH3:61]. The reactants are [C:1]([O:5][C:6](=[O:39])[CH2:7][CH2:8][CH2:9][CH2:10][CH2:11][CH2:12][CH2:13][CH2:14][CH2:15][CH2:16][CH2:17][CH2:18][CH2:19][CH2:20][CH2:21][CH2:22][C:23](=[O:38])[N:24]([CH2:29][CH2:30][C:31]([O:33][C:34]([CH3:37])([CH3:36])[CH3:35])=[O:32])[CH2:25][C:26]([OH:28])=O)([CH3:4])([CH3:3])[CH3:2].C1C=NC2N(O)N=NC=2C=1.CC(C)N=C=NC(C)C.[C:59]([O:63][C:64](=[O:75])[C:65]1[CH:73]=[C:72]([NH2:74])[CH:71]=[C:67]([C:68]([OH:70])=[O:69])[CH:66]=1)([CH3:62])([CH3:61])[CH3:60].CCN(C(C)C)C(C)C. (9) The reactants are [CH3:1][C:2]1[N:7]=[C:6]([C:8]2[C:9]([C:16]3[CH:17]=[CH:18][C:19]4[N:23]=[CH:22][N:21]([CH2:24][CH2:25][CH2:26]OS(C)(=O)=O)[C:20]=4[CH:32]=3)=[C:10]3[CH2:15][CH2:14][CH2:13][N:11]3[N:12]=2)[CH:5]=[CH:4][CH:3]=1.CS(O)(=O)=O.[CH3:38][NH:39][CH3:40]. The catalyst is C1COCC1. The product is [CH3:38][N:39]([CH3:40])[CH2:26][CH2:25][CH2:24][N:21]1[C:20]2[CH:32]=[C:16]([C:9]3[C:8]([C:6]4[CH:5]=[CH:4][CH:3]=[C:2]([CH3:1])[N:7]=4)=[N:12][N:11]4[CH2:13][CH2:14][CH2:15][C:10]=34)[CH:17]=[CH:18][C:19]=2[N:23]=[CH:22]1. The yield is 0.950.